Dataset: Full USPTO retrosynthesis dataset with 1.9M reactions from patents (1976-2016). Task: Predict the reactants needed to synthesize the given product. (1) Given the product [O:3]1[CH2:4][CH2:5][O:1][CH:2]1[C:6]1[CH:7]=[CH:8][C:9]([C:12]2[O:16][N:15]=[C:14]([C:17]([NH:57][C:56]3[CH:58]=[CH:59][C:60]([O:61][CH:62]([CH3:63])[CH3:64])=[C:54]([Cl:53])[CH:55]=3)=[O:19])[CH:13]=2)=[CH:10][CH:11]=1, predict the reactants needed to synthesize it. The reactants are: [O:1]1[CH2:5][CH2:4][O:3][CH:2]1[C:6]1[CH:11]=[CH:10][C:9]([C:12]2[O:16][N:15]=[C:14]([C:17]([OH:19])=O)[CH:13]=2)=[CH:8][CH:7]=1.CCN(C(C)C)C(C)C.CN(C(ON1N=NC2C=CC=NC1=2)=[N+](C)C)C.F[P-](F)(F)(F)(F)F.[Cl:53][C:54]1[CH:55]=[C:56]([CH:58]=[CH:59][C:60]=1[O:61][CH:62]([CH3:64])[CH3:63])[NH2:57]. (2) Given the product [CH2:9]([NH:16][CH:3]([CH3:5])[CH2:2][C:1]([O:7][CH3:8])=[O:6])[C:10]1[CH:15]=[CH:14][CH:13]=[CH:12][CH:11]=1, predict the reactants needed to synthesize it. The reactants are: [C:1]([O:7][CH3:8])(=[O:6])[CH2:2][C:3]([CH3:5])=O.[CH2:9]([NH2:16])[C:10]1[CH:15]=[CH:14][CH:13]=[CH:12][CH:11]=1.C(O)(=O)C. (3) Given the product [ClH:20].[CH2:1]([O:8][C:9]1[C:10]([NH:16][C:17]2[S:18][C:21]([CH3:25])=[C:22]([CH3:23])[N:19]=2)=[N:11][CH:12]=[C:13]([Br:15])[CH:14]=1)[C:2]1[CH:7]=[CH:6][CH:5]=[CH:4][CH:3]=1, predict the reactants needed to synthesize it. The reactants are: [CH2:1]([O:8][C:9]1[C:10]([NH:16][C:17]([NH2:19])=[S:18])=[N:11][CH:12]=[C:13]([Br:15])[CH:14]=1)[C:2]1[CH:7]=[CH:6][CH:5]=[CH:4][CH:3]=1.[Cl:20][CH:21]([CH3:25])[C:22](=O)[CH3:23].C(N(CC)CC)C. (4) Given the product [C:34]([N:17]1[CH2:18][CH2:19][C:14]2[C:13]([C:20]([F:23])([F:22])[F:21])=[N:12][N:11]([CH2:10][C:9]([NH:8][C:6]3[CH:7]=[C:2]([Cl:1])[CH:3]=[CH:4][C:5]=3[O:25][CH3:26])=[O:24])[C:15]=2[CH2:16]1)(=[O:36])[CH3:35], predict the reactants needed to synthesize it. The reactants are: [Cl:1][C:2]1[CH:3]=[CH:4][C:5]([O:25][CH3:26])=[C:6]([NH:8][C:9](=[O:24])[CH2:10][N:11]2[C:15]3[CH2:16][NH:17][CH2:18][CH2:19][C:14]=3[C:13]([C:20]([F:23])([F:22])[F:21])=[N:12]2)[CH:7]=1.C(N(CC)CC)C.[C:34](Cl)(=[O:36])[CH3:35]. (5) Given the product [CH:36]1([SH:31]([CH2:30][C:11]2([C:12]([O:14][CH2:15][CH3:16])=[O:13])[CH2:17][CH2:18][N:8]([C:6]([O:5][C:1]([CH3:2])([CH3:4])[CH3:3])=[O:7])[CH2:9][CH2:10]2)[CH:24]2[CH2:26][CH2:25]2)[CH2:35][CH2:39]1, predict the reactants needed to synthesize it. The reactants are: [C:1]([O:5][C:6]([N:8]1[CH2:18][CH2:17][CH:11]([C:12]([O:14][CH2:15][CH3:16])=[O:13])[CH2:10][CH2:9]1)=[O:7])([CH3:4])([CH3:3])[CH3:2].[Li+].CC([N-][CH:24]([CH3:26])[CH3:25])C.C1([C:30](C2CC2)=[S:31])CC1.[CH2:35]1[CH2:39]OC[CH2:36]1.